This data is from Forward reaction prediction with 1.9M reactions from USPTO patents (1976-2016). The task is: Predict the product of the given reaction. (1) Given the reactants [Cl:1][C:2]1[CH:3]=[CH:4][C:5]([OH:12])=[C:6]([CH:11]=1)[C:7]([O:9][CH3:10])=[O:8].N(C(OC(C)C)=O)=NC(OC(C)C)=O.[C:27]([Si:31]([CH3:41])([CH3:40])[O:32][C@H:33]1[CH2:38][CH2:37][C@H:36](O)[CH2:35][CH2:34]1)([CH3:30])([CH3:29])[CH3:28].C1(P(C2C=CC=CC=2)C2C=CC=CC=2)C=CC=CC=1, predict the reaction product. The product is: [CH3:10][O:9][C:7](=[O:8])[C:6]1[CH:11]=[C:2]([Cl:1])[CH:3]=[CH:4][C:5]=1[O:12][C@H:36]1[CH2:37][CH2:38][C@@H:33]([O:32][Si:31]([C:27]([CH3:30])([CH3:29])[CH3:28])([CH3:40])[CH3:41])[CH2:34][CH2:35]1. (2) The product is: [CH3:20][O:19][C:16]1[CH:17]=[CH:18][C:13]([C:5]2[C:6]3[C:11](=[CH:10][CH:9]=[C:8]([CH3:12])[CH:7]=3)[C:2]([NH:21][CH:22]3[CH2:23][CH2:24][N:25]([CH2:28][C:29]4[CH:38]=[CH:37][C:36]5[C:31](=[CH:32][CH:33]=[CH:34][CH:35]=5)[CH:30]=4)[CH2:26][CH2:27]3)=[N:3][N:4]=2)=[CH:14][CH:15]=1. Given the reactants Cl[C:2]1[C:11]2[C:6](=[CH:7][C:8]([CH3:12])=[CH:9][CH:10]=2)[C:5]([C:13]2[CH:18]=[CH:17][C:16]([O:19][CH3:20])=[CH:15][CH:14]=2)=[N:4][N:3]=1.[NH2:21][CH:22]1[CH2:27][CH2:26][N:25]([CH2:28][C:29]2[CH:38]=[CH:37][C:36]3[C:31](=[CH:32][CH:33]=[CH:34][CH:35]=3)[CH:30]=2)[CH2:24][CH2:23]1, predict the reaction product. (3) Given the reactants [CH2:1]([O:3][C:4]([CH:6]1[C:11](=[O:12])[CH2:10][CH2:9][N:8]([C:13]([O:15][C:16]([CH3:19])([CH3:18])[CH3:17])=[O:14])[CH2:7]1)=[O:5])[CH3:2].Cl.[N:21]1[CH:26]=[CH:25][CH:24]=[CH:23][C:22]=1[CH2:27]Cl.C(=O)([O-])[O-].[K+].[K+].[I-].[K+].C1N2CCN(CC2)C1, predict the reaction product. The product is: [CH2:1]([O:3][C:4]([C:6]1([CH2:27][C:22]2[CH:23]=[CH:24][CH:25]=[CH:26][N:21]=2)[C:11](=[O:12])[CH2:10][CH2:9][N:8]([C:13]([O:15][C:16]([CH3:18])([CH3:17])[CH3:19])=[O:14])[CH2:7]1)=[O:5])[CH3:2].